Dataset: Catalyst prediction with 721,799 reactions and 888 catalyst types from USPTO. Task: Predict which catalyst facilitates the given reaction. (1) Reactant: C1(C[O:8][C:9]2[C:19]3[O:18][CH2:17][CH2:16][N:15]([C:20]([O:22][C:23]([CH3:26])([CH3:25])[CH3:24])=[O:21])[CH2:14][C:13]=3[CH:12]=[CH:11][CH:10]=2)C=CC=CC=1. Product: [OH:8][C:9]1[C:19]2[O:18][CH2:17][CH2:16][N:15]([C:20]([O:22][C:23]([CH3:26])([CH3:25])[CH3:24])=[O:21])[CH2:14][C:13]=2[CH:12]=[CH:11][CH:10]=1. The catalyst class is: 29. (2) Reactant: [C:1]([O:5][C:6]([N:8]1[CH2:15][C:14]2[C:13]([NH:16][C:17]3[C:22]([F:23])=[CH:21][N:20]=[C:19](Cl)[N:18]=3)=[N:12][NH:11][C:10]=2[C:9]1([CH3:26])[CH3:25])=[O:7])([CH3:4])([CH3:3])[CH3:2].[CH3:27]B1OB(C)OB(C)O1.C(=O)([O-])[O-].[Cs+].[Cs+].O. Product: [F:23][C:22]1[C:17]([NH:16][C:13]2[C:14]3[CH2:15][N:8]([C:6]([O:5][C:1]([CH3:4])([CH3:3])[CH3:2])=[O:7])[C:9]([CH3:26])([CH3:25])[C:10]=3[NH:11][N:12]=2)=[N:18][C:19]([CH3:27])=[N:20][CH:21]=1. The catalyst class is: 1. (3) Reactant: [CH2:1]1[N:6]([CH2:7][CH2:8][CH2:9][CH2:10][O:11][C:12]2[CH:17]=[CH:16][C:15]3[CH:18]=[CH:19][C:20]([NH:22][C:14]=3[CH:13]=2)=[O:21])[CH2:5][CH2:4][N:3]([C:23]2[CH:28]=[CH:27][CH:26]=[C:25]([Cl:29])[C:24]=2[Cl:30])[CH2:2]1.N1C=CC=CC=1.[C:37](Cl)(=[O:42])[C:38]([CH3:41])([CH3:40])[CH3:39]. Product: [C:37]([O:21][C:20]1[CH:19]=[CH:18][C:15]2[C:14](=[CH:13][C:12]([O:11][CH2:10][CH2:9][CH2:8][CH2:7][N:6]3[CH2:5][CH2:4][N:3]([C:23]4[CH:28]=[CH:27][CH:26]=[C:25]([Cl:29])[C:24]=4[Cl:30])[CH2:2][CH2:1]3)=[CH:17][CH:16]=2)[N:22]=1)(=[O:42])[C:38]([CH3:41])([CH3:40])[CH3:39]. The catalyst class is: 4. (4) Reactant: CS(C)=O.C(Cl)(=O)C(Cl)=O.[Cl:11][C:12]1[C:13]([N:18]2[CH2:23][CH2:22][CH:21]([OH:24])[CH2:20][CH2:19]2)=[N:14][CH:15]=[CH:16][CH:17]=1.C(N(CC)CC)C. Product: [Cl:11][C:12]1[C:13]([N:18]2[CH2:23][CH2:22][C:21](=[O:24])[CH2:20][CH2:19]2)=[N:14][CH:15]=[CH:16][CH:17]=1. The catalyst class is: 34. (5) Reactant: [CH2:1]1[C:9]2[C:8]3[CH:10]=[CH:11][CH:12]=[CH:13][C:7]=3[O:6][C:5]=2[CH2:4][CH2:3][CH:2]1[NH2:14].[C:15](OC(=O)C)(=[O:17])[CH3:16]. Product: [CH:1]1[C:9]2[C:8]3[CH2:10][CH2:11][CH2:12][CH2:13][C:7]=3[O:6][C:5]=2[CH:4]=[CH:3][C:2]=1[NH:14][C:15](=[O:17])[CH3:16]. The catalyst class is: 17. (6) Reactant: FC(F)(F)C(O)=O.FC(F)(F)C(O)=O.FC(F)(F)C(O)=O.[F:22][C:23]1[C:40]([F:41])=[CH:39][C:26]2[N:27]=[C:28]([S:30][CH2:31][CH2:32][N:33]3[CH2:38][CH2:37][NH:36][CH2:35][CH2:34]3)[NH:29][C:25]=2[CH:24]=1.C(=O)([O-])[O-].[K+].[K+].Br[CH2:49][C:50]([NH:52][C:53]1[C:54]([O:66][CH2:67][C:68]([F:71])([F:70])[F:69])=[N:55][C:56]([CH3:65])=[CH:57][C:58]=1[O:59][CH2:60][C:61]([F:64])([F:63])[F:62])=[O:51]. Product: [F:22][C:23]1[C:40]([F:41])=[CH:39][C:26]2[N:27]=[C:28]([S:30][CH2:31][CH2:32][N:33]3[CH2:38][CH2:37][N:36]([CH2:49][C:50]([NH:52][C:53]4[C:54]([O:66][CH2:67][C:68]([F:71])([F:69])[F:70])=[N:55][C:56]([CH3:65])=[CH:57][C:58]=4[O:59][CH2:60][C:61]([F:63])([F:64])[F:62])=[O:51])[CH2:35][CH2:34]3)[NH:29][C:25]=2[CH:24]=1. The catalyst class is: 47. (7) Reactant: [CH:1]([N:4]1[C:8]([C:9]2[S:10][C:11]3[CH2:12][CH2:13][O:14][C:15]4[CH:22]=[C:21]([C:23]5[CH:24]=[C:25]([CH2:29][C:30](O)=[O:31])[CH:26]=[CH:27][CH:28]=5)[CH:20]=[CH:19][C:16]=4[C:17]=3[N:18]=2)=[N:7][CH:6]=[N:5]1)([CH3:3])[CH3:2].CC[N:35](C(C)C)C(C)C.[Cl-].[NH4+].CN(C(ON1N=NC2C=CC=NC1=2)=[N+](C)C)C.F[P-](F)(F)(F)(F)F. Product: [CH:1]([N:4]1[C:8]([C:9]2[S:10][C:11]3[CH2:12][CH2:13][O:14][C:15]4[CH:22]=[C:21]([C:23]5[CH:24]=[C:25]([CH2:29][C:30]([NH2:35])=[O:31])[CH:26]=[CH:27][CH:28]=5)[CH:20]=[CH:19][C:16]=4[C:17]=3[N:18]=2)=[N:7][CH:6]=[N:5]1)([CH3:2])[CH3:3]. The catalyst class is: 18. (8) Reactant: [CH3:1][C:2]([N:5]1[CH:9]=[C:8]([CH2:10][CH3:11])[C:7]([C:12]([O:14]CC)=[O:13])=[N:6]1)([CH3:4])[CH3:3].[OH-].[Na+]. Product: [CH3:1][C:2]([N:5]1[CH:9]=[C:8]([CH2:10][CH3:11])[C:7]([C:12]([OH:14])=[O:13])=[N:6]1)([CH3:3])[CH3:4]. The catalyst class is: 8. (9) Reactant: [H-].[Na+].[CH2:3]([O:5][C:6](=[O:16])[CH2:7]P(OCC)(OCC)=O)[CH3:4].[H][H].[CH2:19]([CH:24]1[CH2:29][CH2:28][CH:27]([CH:30]2[CH2:35][CH2:34][C:33](=O)[CH2:32][CH2:31]2)[CH2:26][CH2:25]1)[CH2:20][CH2:21][CH2:22][CH3:23]. Product: [CH2:3]([O:5][C:6](=[O:16])[CH2:7][CH:33]1[CH2:34][CH2:35][CH:30]([CH:27]2[CH2:26][CH2:25][CH:24]([CH2:19][CH2:20][CH2:21][CH2:22][CH3:23])[CH2:29][CH2:28]2)[CH2:31][CH2:32]1)[CH3:4]. The catalyst class is: 762.